Dataset: Forward reaction prediction with 1.9M reactions from USPTO patents (1976-2016). Task: Predict the product of the given reaction. (1) Given the reactants [Br:1][C:2]1[CH:7]=[CH:6][C:5]([SH:8])=[CH:4][CH:3]=1.[F:9][C:10]([F:23])([F:22])[C:11]1[CH:12]=[C:13](I)[CH:14]=[C:15]([C:17]([F:20])([F:19])[F:18])[CH:16]=1.CC(CCC)C(=O)C(=O)C(C)(C)C.C(=O)([O-])[O-].[Cs+].[Cs+], predict the reaction product. The product is: [Br:1][C:2]1[CH:7]=[CH:6][C:5]([S:8][C:13]2[CH:14]=[C:15]([C:17]([F:20])([F:18])[F:19])[CH:16]=[C:11]([C:10]([F:9])([F:23])[F:22])[CH:12]=2)=[CH:4][CH:3]=1. (2) Given the reactants [F:1][C:2]1[C:3]([NH:16][C:17]2[CH:22]=[CH:21][C:20]([I:23])=[CH:19][C:18]=2[F:24])=[C:4]([C:9]([N:11]2[CH2:14][C:13](=[O:15])[CH2:12]2)=[O:10])[CH:5]=[CH:6][C:7]=1[F:8].[F:25][C:26]([Si](C)(C)C)([F:28])[F:27].C(=O)([O-])[O-].[Cs+].[Cs+], predict the reaction product. The product is: [F:1][C:2]1[C:3]([NH:16][C:17]2[CH:22]=[CH:21][C:20]([I:23])=[CH:19][C:18]=2[F:24])=[C:4]([C:9]([N:11]2[CH2:12][C:13]([C:26]([F:28])([F:27])[F:25])([OH:15])[CH2:14]2)=[O:10])[CH:5]=[CH:6][C:7]=1[F:8]. (3) Given the reactants Cl[C:2]1[N:10]=[C:9]2[C:5]([N:6]([CH2:18][C@H:19]3[CH2:24][CH2:23][C@H:22]([CH3:25])[CH2:21][CH2:20]3)[C:7]([N:11]3[CH2:16][CH2:15][O:14][CH2:13][C@@H:12]3[CH3:17])=[N:8]2)=[C:4]([C:26]2[CH:31]=[CH:30][CH:29]=[C:28]([Cl:32])[CH:27]=2)[N:3]=1.C[C:34]([N:36](C)C)=O, predict the reaction product. The product is: [Cl:32][C:28]1[CH:27]=[C:26]([C:4]2[N:3]=[C:2]([C:34]#[N:36])[N:10]=[C:9]3[C:5]=2[N:6]([CH2:18][C@H:19]2[CH2:20][CH2:21][C@H:22]([CH3:25])[CH2:23][CH2:24]2)[C:7]([N:11]2[CH2:16][CH2:15][O:14][CH2:13][C@@H:12]2[CH3:17])=[N:8]3)[CH:31]=[CH:30][CH:29]=1. (4) Given the reactants [C:1]1([C:30]2[CH:35]=[CH:34][CH:33]=[CH:32][CH:31]=2)[CH:6]=[CH:5][C:4]([C:7]2[N:12]=[C:11]3[CH:13]=[C:14]([S:24][CH2:25][C:26]([OH:28])=[O:27])[N:15]([CH2:16][O:17]CC[Si](C)(C)C)[C:10]3=[CH:9][C:8]=2[Cl:29])=[CH:3][CH:2]=1.Cl, predict the reaction product. The product is: [C:1]1([C:30]2[CH:35]=[CH:34][CH:33]=[CH:32][CH:31]=2)[CH:6]=[CH:5][C:4]([C:7]2[N:12]=[C:11]3[CH:13]=[C:14]([S:24][CH2:25][C:26]([OH:28])=[O:27])[N:15]([CH2:16][OH:17])[C:10]3=[CH:9][C:8]=2[Cl:29])=[CH:3][CH:2]=1. (5) Given the reactants [NH2:1][C:2]1[N:11]=[CH:10][C:9]2[C:8](=[O:12])[CH2:7][CH:6]([C:13]3[CH:18]=[CH:17][CH:16]=[CH:15][C:14]=3Br)[CH2:5][C:4]=2[N:3]=1.NC1N=CC2C(=O)CC([C:32]3[CH:37]=[CH:36][C:35](F)=[CH:34][C:33]=3[C:39]3[CH:40]=[N:41]C=CC=3)CC=2N=1, predict the reaction product. The product is: [NH2:1][C:2]1[N:11]=[CH:10][C:9]2[C:8](=[O:12])[CH2:7][CH:6]([C:13]3[CH:18]=[CH:17][CH:16]=[CH:15][C:14]=3[C:32]3[CH:37]=[CH:36][CH:35]=[C:34]4[C:33]=3[CH:39]=[CH:40][NH:41]4)[CH2:5][C:4]=2[N:3]=1. (6) Given the reactants [N:1]1[CH:6]=[CH:5][C:4]([O:7][CH:8]([C:10]2[CH:19]=[CH:18][C:13]([C:14]([O:16]C)=[O:15])=[CH:12][CH:11]=2)[CH3:9])=[N:3][CH:2]=1.[OH-].[Li+], predict the reaction product. The product is: [N:1]1[CH:6]=[CH:5][C:4]([O:7][CH:8]([C:10]2[CH:19]=[CH:18][C:13]([C:14]([OH:16])=[O:15])=[CH:12][CH:11]=2)[CH3:9])=[N:3][CH:2]=1.